From a dataset of Peptide-MHC class II binding affinity with 134,281 pairs from IEDB. Regression. Given a peptide amino acid sequence and an MHC pseudo amino acid sequence, predict their binding affinity value. This is MHC class II binding data. (1) The peptide sequence is EKKYFAATDFEPLAA. The MHC is DRB1_0101 with pseudo-sequence DRB1_0101. The binding affinity (normalized) is 0.388. (2) The peptide sequence is LSFAAALNGLAGPLH. The MHC is DRB1_0901 with pseudo-sequence DRB1_0901. The binding affinity (normalized) is 0.899. (3) The peptide sequence is KTMAVCTNAKVTAKG. The MHC is DRB1_0401 with pseudo-sequence DRB1_0401. The binding affinity (normalized) is 0.429.